This data is from Forward reaction prediction with 1.9M reactions from USPTO patents (1976-2016). The task is: Predict the product of the given reaction. Given the reactants N[C:2]1[CH:7]=[C:6]([Cl:8])[CH:5]=[CH:4][C:3]=1[S:9]([NH:12][C:13]1[CH:14]=[CH:15][CH:16]=[C:17]2[C:22]=1[N:21]=[C:20]([Cl:23])[CH:19]=[CH:18]2)(=[O:11])=[O:10].N(OC(C)(C)C)=O.CC(O)=O, predict the reaction product. The product is: [Cl:23][C:20]1[CH:19]=[CH:18][C:17]2[C:22]([N:21]=1)=[C:13]1[C:14]([C:4]3[C:3]([S:9](=[O:11])(=[O:10])[NH:12]1)=[CH:2][CH:7]=[C:6]([Cl:8])[CH:5]=3)=[CH:15][CH:16]=2.